Dataset: Peptide-MHC class I binding affinity with 185,985 pairs from IEDB/IMGT. Task: Regression. Given a peptide amino acid sequence and an MHC pseudo amino acid sequence, predict their binding affinity value. This is MHC class I binding data. (1) The peptide sequence is FGMPNPEGY. The MHC is SLA-20401 with pseudo-sequence SLA-20401. The binding affinity (normalized) is 0.0847. (2) The peptide sequence is QEQMISCKFNM. The MHC is H-2-Kk with pseudo-sequence H-2-Kk. The binding affinity (normalized) is 0.455.